Task: Predict the product of the given reaction.. Dataset: Forward reaction prediction with 1.9M reactions from USPTO patents (1976-2016) (1) Given the reactants C(O[C:4]([C:6]1[NH:7][N:8]=[C:9]([CH2:11][O:12][C:13]2[CH:18]=[CH:17][CH:16]=[CH:15][CH:14]=2)[CH:10]=1)=[O:5])C.C(OC(=O)[NH:25][CH2:26][CH:27](O)[CH3:28])(C)(C)C.C(OC(C1N(CC(NC(OC(C)(C)C)=O)C)N=C(COC2C=CC=CC=2)C=1)=O)C.O(CC1C=C2C(=O)NCCN2N=1)C1C=CC=CC=1, predict the reaction product. The product is: [CH3:28][CH:27]1[N:7]2[N:8]=[C:9]([CH2:11][O:12][C:13]3[CH:14]=[CH:15][CH:16]=[CH:17][CH:18]=3)[CH:10]=[C:6]2[C:4](=[O:5])[NH:25][CH2:26]1. (2) The product is: [C:24]([C:21]1([C:19]([N:13]2[CH2:12][CH:11]([NH:10][C:9]3[C:4]4[N:5]([CH:29]=[C:2]([C:34]5[CH:33]=[N:32][N:31]([CH3:30])[CH:35]=5)[CH:3]=4)[N:6]=[CH:7][C:8]=3[C:26]([NH2:28])=[O:27])[C:15]3([CH2:18][CH2:17][CH2:16]3)[CH2:14]2)=[O:20])[CH2:22][CH2:23]1)#[N:25]. Given the reactants Br[C:2]1[CH:3]=[C:4]2[C:9]([NH:10][CH:11]3[C:15]4([CH2:18][CH2:17][CH2:16]4)[CH2:14][N:13]([C:19]([C:21]4([C:24]#[N:25])[CH2:23][CH2:22]4)=[O:20])[CH2:12]3)=[C:8]([C:26]([NH2:28])=[O:27])[CH:7]=[N:6][N:5]2[CH:29]=1.[CH3:30][N:31]1[CH:35]=[C:34](B2OC(C)(C)C(C)(C)O2)[CH:33]=[N:32]1.P([O-])([O-])([O-])=O.[K+].[K+].[K+].N#N.ClCCl, predict the reaction product.